This data is from HIV replication inhibition screening data with 41,000+ compounds from the AIDS Antiviral Screen. The task is: Binary Classification. Given a drug SMILES string, predict its activity (active/inactive) in a high-throughput screening assay against a specified biological target. (1) The drug is CN(CCNC(=O)c1cc(-c2ccccc2)nc2ccccc12)CCNC(=O)c1cc(-c2ccccc2)nc2ccccc12. The result is 0 (inactive). (2) The molecule is NC(=O)Cn1c(=O)oc2cc(C(=O)CN3CCOCC3)ccc21. The result is 0 (inactive). (3) The drug is CC12CCC(C(Nc3ccccn3)C1=O)C2(C)C. The result is 0 (inactive).